This data is from Full USPTO retrosynthesis dataset with 1.9M reactions from patents (1976-2016). The task is: Predict the reactants needed to synthesize the given product. (1) Given the product [Cl:1][C:2]1[CH:3]=[C:4]([N:10]2[CH:22]([CH:23]3[CH2:27][CH2:26][CH2:25][CH2:24]3)[CH:21]3[C:12]([C:13]4[CH:14]=[CH:15][C:16]([C:28]([OH:30])=[O:29])=[N:17][C:18]=4[CH2:19][CH2:20]3)=[N:11]2)[CH:5]=[CH:6][C:7]=1[C:8]#[N:9], predict the reactants needed to synthesize it. The reactants are: [Cl:1][C:2]1[CH:3]=[C:4]([N:10]2[CH:22]([CH:23]3[CH2:27][CH2:26][CH2:25][CH2:24]3)[CH:21]3[C:12]([C:13]4[CH:14]=[CH:15][C:16]([C:28]([O:30]C)=[O:29])=[N:17][C:18]=4[CH2:19][CH2:20]3)=[N:11]2)[CH:5]=[CH:6][C:7]=1[C:8]#[N:9].[OH-].[Na+].CO. (2) Given the product [CH:11]1([CH2:14][O:10][C:9]2[CH:8]=[CH:7][C:4]([CH:5]=[O:6])=[CH:3][C:2]=2[OH:1])[CH2:13][CH2:12]1, predict the reactants needed to synthesize it. The reactants are: [OH:1][C:2]1[CH:3]=[C:4]([CH:7]=[CH:8][C:9]=1[OH:10])[CH:5]=[O:6].[CH:11]1([CH2:14]Br)[CH2:13][CH2:12]1.C(=O)([O-])[O-].[K+].[K+]. (3) Given the product [C:25]([CH2:29][N:30]1[C:40]2[C:35](=[CH:36][CH:37]=[CH:38][CH:39]=2)[CH2:34][C@H:33]([NH:41][C:42]([C:44]2[NH:45][C:46]3[C:51]([CH:52]=2)=[CH:50][C:49]([Cl:53])=[CH:48][CH:47]=3)=[O:43])[C:31]1=[O:32])([O:27][CH3:28])=[O:26], predict the reactants needed to synthesize it. The reactants are: ClC1C=C2C(=CC=1)NC(C(N[C@@H]1CC3C(=CC=CC=3)NC1=O)=O)=C2.[C:25]([CH2:29][N:30]1[C:40]2[C:35](=[CH:36][CH:37]=[CH:38][CH:39]=2)[CH2:34][C@@H:33]([NH:41][C:42]([C:44]2[NH:45][C:46]3[C:51]([CH:52]=2)=[CH:50][C:49]([Cl:53])=[CH:48][CH:47]=3)=[O:43])[C:31]1=[O:32])([O:27][CH3:28])=[O:26].C(OC(N[C@@H]1CC2C(=CC=CC=2)NC1=O)=O)(C)(C)C. (4) Given the product [OH:21][C:20]([CH3:24])([CH3:19])[C:22]#[C:23][C:2]1[CH:3]=[CH:4][C:5]2[O:15][CH2:14][CH2:13][C:12]3[S:11][C:10]([C:16]([NH2:18])=[O:17])=[N:9][C:8]=3[C:6]=2[CH:7]=1, predict the reactants needed to synthesize it. The reactants are: Br[C:2]1[CH:3]=[CH:4][C:5]2[O:15][CH2:14][CH2:13][C:12]3[S:11][C:10]([C:16]([NH2:18])=[O:17])=[N:9][C:8]=3[C:6]=2[CH:7]=1.[CH3:19][C:20]([CH3:24])([C:22]#[CH:23])[OH:21]. (5) Given the product [C:1]1([C:7]2[CH:16]=[C:15]3[C:10]([CH2:11][CH2:12][CH2:13][NH:14]3)=[N:9][CH:8]=2)[CH:2]=[CH:3][CH:4]=[CH:5][CH:6]=1, predict the reactants needed to synthesize it. The reactants are: [C:1]1([C:7]2[CH:16]=[C:15]3[C:10]([CH:11]=[CH:12][CH:13]=[N:14]3)=[N:9][CH:8]=2)[CH:6]=[CH:5][CH:4]=[CH:3][CH:2]=1. (6) Given the product [O:26]=[C:27]1[N:33]([CH:34]2[CH2:39][CH2:38][N:37]([C:40]([O:50][C@@H:4]([C:5]([O:7][CH2:8][C:9]3[CH:14]=[CH:13][CH:12]=[CH:11][CH:10]=3)=[O:6])[CH2:15][C:16]3[CH:21]=[CH:20][C:19]([CH2:22][CH3:23])=[C:18]([CH2:24][CH3:25])[CH:17]=3)=[O:41])[CH2:36][CH2:35]2)[CH2:32][CH2:31][C:30]2[CH:43]=[CH:44][CH:45]=[CH:46][C:29]=2[NH:28]1, predict the reactants needed to synthesize it. The reactants are: [H-].[Na+].N[C@H:4]([CH2:15][C:16]1[CH:21]=[CH:20][C:19]([CH2:22][CH3:23])=[C:18]([CH2:24][CH3:25])[CH:17]=1)[C:5]([O:7][CH2:8][C:9]1[CH:14]=[CH:13][CH:12]=[CH:11][CH:10]=1)=[O:6].[O:26]=[C:27]1[N:33]([CH:34]2[CH2:39][CH2:38][N:37]([C:40](Cl)=[O:41])[CH2:36][CH2:35]2)[CH2:32][CH2:31][C:30]2[CH:43]=[CH:44][CH:45]=[CH:46][C:29]=2[NH:28]1.C1C[O:50]CC1. (7) Given the product [C:19]([O:23][C:24](=[O:49])[CH2:25][N:26]1[C:30]2[CH:31]=[CH:32][C:33]([N:35]([CH2:5][C:4]3[CH:7]=[CH:8][CH:9]=[CH:10][C:3]=3[C:2]([F:12])([F:11])[F:1])[S:36]([C:39]3[CH:40]=[CH:41][C:42]([F:45])=[CH:43][CH:44]=3)(=[O:37])=[O:38])=[CH:34][C:29]=2[N:28]=[C:27]1[CH2:46][CH2:47][CH3:48])([CH3:22])([CH3:21])[CH3:20], predict the reactants needed to synthesize it. The reactants are: [F:1][C:2]([F:12])([F:11])[C:3]1[CH:10]=[CH:9][CH:8]=[CH:7][C:4]=1[CH2:5]Br.C([O-])([O-])=O.[K+].[K+].[C:19]([O:23][C:24](=[O:49])[CH2:25][N:26]1[C:30]2[CH:31]=[CH:32][C:33]([NH:35][S:36]([C:39]3[CH:44]=[CH:43][C:42]([F:45])=[CH:41][CH:40]=3)(=[O:38])=[O:37])=[CH:34][C:29]=2[N:28]=[C:27]1[CH2:46][CH2:47][CH3:48])([CH3:22])([CH3:21])[CH3:20]. (8) Given the product [NH2:12][C:13]1[CH:22]=[CH:21][C:20]([F:23])=[C:19]2[C:14]=1[CH:15]=[N:16][C:17]([CH3:24])=[N:18]2, predict the reactants needed to synthesize it. The reactants are: FC1C=CC(OC)=C(C(C)(C)CC(C(F)(F)F)(O)C=[N:12][C:13]2[CH:22]=[CH:21][C:20]([F:23])=[C:19]3[C:14]=2[CH:15]=[N:16][C:17]([CH3:24])=[N:18]3)C=1. (9) Given the product [CH:96]1([CH2:95][O:94][C:79]2[CH:80]=[CH:81][CH:82]=[C:83]([O:84][CH2:85][C:86]3[CH:91]=[CH:90][C:89]([O:92][CH3:93])=[CH:88][CH:87]=3)[C:78]=2[C:76]2[CH:77]=[C:68]([CH:64]3[CH2:65][CH2:66][CH2:67][N:62]([C:60]([O:59][C:55]([CH3:58])([CH3:56])[CH3:57])=[O:61])[CH2:63]3)[C:69]3[CH:70]=[C:71]([C:100]([NH:5][S:2]([CH3:1])(=[O:4])=[O:3])=[O:101])[C:72](=[O:99])[NH:73][C:74]=3[N:75]=2)[CH2:98][CH2:97]1, predict the reactants needed to synthesize it. The reactants are: [CH3:1][S:2]([NH2:5])(=[O:4])=[O:3].C(N(CC)CC)C.C[Si](Cl)(C)C.CNC1(NC)C=CN=CC1.F[P-](F)(F)(F)(F)F.N1(O[P+](N(C)C)(N(C)C)N(C)C)C2C=CC=CC=2N=N1.[C:55]([O:59][C:60]([N:62]1[CH2:67][CH2:66][CH2:65][CH:64]([C:68]2[CH:77]=[C:76]([C:78]3[C:83]([O:84][CH2:85][C:86]4[CH:91]=[CH:90][C:89]([O:92][CH3:93])=[CH:88][CH:87]=4)=[CH:82][CH:81]=[CH:80][C:79]=3[O:94][CH2:95][CH:96]3[CH2:98][CH2:97]3)[N:75]=[C:74]3[C:69]=2[CH:70]=[C:71]([C:100](O)=[O:101])[C:72](=[O:99])[NH:73]3)[CH2:63]1)=[O:61])([CH3:58])([CH3:57])[CH3:56]. (10) Given the product [CH3:3][CH:2]([C:4]1[C:12]2[C:7](=[CH:8][CH:9]=[CH:10][CH:11]=2)[N:6]([C:36]#[C:35][Si:28]([CH:25]([CH3:27])[CH3:26])([CH:32]([CH3:34])[CH3:33])[CH:29]([CH3:31])[CH3:30])[N:5]=1)[CH3:1], predict the reactants needed to synthesize it. The reactants are: [CH3:1][CH:2]([C:4]1[C:12]2[C:7](=[CH:8][CH:9]=[CH:10][CH:11]=2)[NH:6][N:5]=1)[CH3:3].C(=O)([O-])[O-].[Na+].[Na+].N1C=CC=CC=1.[CH:25]([Si:28]([C:35]#[CH:36])([CH:32]([CH3:34])[CH3:33])[CH:29]([CH3:31])[CH3:30])([CH3:27])[CH3:26].